From a dataset of Forward reaction prediction with 1.9M reactions from USPTO patents (1976-2016). Predict the product of the given reaction. (1) Given the reactants C(=O)([O-])[O-].[K+].[K+].F[C:8]1[CH:15]=[CH:14][C:13]([CH:16]=[O:17])=[CH:12][C:9]=1[C:10]#[N:11].[F:18][C:19]([F:28])([F:27])[C:20]1[CH:21]=[C:22]([OH:26])[CH:23]=[CH:24][CH:25]=1, predict the reaction product. The product is: [CH:16]([C:13]1[CH:14]=[CH:15][C:8]([O:26][C:22]2[CH:23]=[CH:24][CH:25]=[C:20]([C:19]([F:18])([F:27])[F:28])[CH:21]=2)=[C:9]([CH:12]=1)[C:10]#[N:11])=[O:17]. (2) Given the reactants [CH3:1][O:2][C:3]1[CH:4]=[C:5]([CH:8]=[C:9]([O:11][CH3:12])[CH:10]=1)[CH:6]=O.[C:13]([CH2:15][C:16]([O:18][CH2:19][CH3:20])=[O:17])#[N:14].N1CCCCC1, predict the reaction product. The product is: [CH2:19]([O:18][C:16](=[O:17])[C:15]([C:13]#[N:14])=[CH:6][C:5]1[CH:4]=[C:3]([O:2][CH3:1])[CH:10]=[C:9]([O:11][CH3:12])[CH:8]=1)[CH3:20]. (3) Given the reactants S(S([O-])=O)([O-])=O.[Na+].[Na+].[CH3:9][O:10][C:11]([C:13]1[CH:18]=[CH:17][C:16]([N+:19]([O-])=O)=[C:15]([NH:22][CH3:23])[CH:14]=1)=[O:12].C(=O)(O)[O-].[Na+], predict the reaction product. The product is: [NH2:19][C:16]1[CH:17]=[CH:18][C:13]([C:11]([O:10][CH3:9])=[O:12])=[CH:14][C:15]=1[NH:22][CH3:23]. (4) Given the reactants [CH2:1]([C:3]1([OH:36])[C:33]2[CH:32]=[C:31]3[N:8]([CH2:9][C:10]4[C:11]3=[N:12][C:13]3[C:18]([C:19]=4[C:20]4[CH:25]=[CH:24][C:23]([O:26][CH3:27])=[CH:22][CH:21]=4)=[CH:17][C:16]4[O:28][CH2:29][O:30][C:15]=4[CH:14]=3)[C:7](=[O:34])[C:6]=2[CH2:5][C:4]1=[O:35])[CH3:2].[CH2:37]1[CH:41]2[CH2:42][CH2:43][CH2:44][CH:40]2[CH2:39][N:38]1[CH2:45][CH2:46][C:47](O)=[O:48], predict the reaction product. The product is: [CH2:39]1[CH:40]2[CH2:44][CH2:43][CH2:42][CH:41]2[CH2:37][N:38]1[CH2:45][CH2:46][C:47]([O:36][C:3]1([CH2:1][CH3:2])[C:33]2[CH:32]=[C:31]3[N:8]([CH2:9][C:10]4[C:11]3=[N:12][C:13]3[C:18]([C:19]=4[C:20]4[CH:21]=[CH:22][C:23]([O:26][CH3:27])=[CH:24][CH:25]=4)=[CH:17][C:16]4[O:28][CH2:29][O:30][C:15]=4[CH:14]=3)[C:7](=[O:34])[C:6]=2[CH2:5][C:4]1=[O:35])=[O:48]. (5) Given the reactants [CH3:1][O:2][C:3](=[O:23])[C:4]1[CH:9]=[CH:8][C:7]([O:10][CH3:11])=[C:6]([O:12][CH3:13])[C:5]=1[O:14][CH2:15][C:16]([O:18]C(C)(C)C)=[O:17].C([SiH](CC)CC)C.C(O)(C(F)(F)F)=O, predict the reaction product. The product is: [CH3:1][O:2][C:3](=[O:23])[C:4]1[CH:9]=[CH:8][C:7]([O:10][CH3:11])=[C:6]([O:12][CH3:13])[C:5]=1[O:14][CH2:15][C:16]([OH:18])=[O:17]. (6) Given the reactants C[O:2][C:3](=[O:32])[CH2:4][O:5][CH2:6][C:7]1[CH:12]=[CH:11][CH:10]=[C:9]([S:13]([N:16]2[CH2:21][CH2:20][N:19]([C:22]3[CH:27]=[CH:26][C:25]([C:28]([F:31])([F:30])[F:29])=[CH:24][CH:23]=3)[CH2:18][CH2:17]2)(=[O:15])=[O:14])[CH:8]=1.[Li+].[OH-], predict the reaction product. The product is: [F:31][C:28]([F:29])([F:30])[C:25]1[CH:26]=[CH:27][C:22]([N:19]2[CH2:20][CH2:21][N:16]([S:13]([C:9]3[CH:8]=[C:7]([CH:12]=[CH:11][CH:10]=3)[CH2:6][O:5][CH2:4][C:3]([OH:32])=[O:2])(=[O:15])=[O:14])[CH2:17][CH2:18]2)=[CH:23][CH:24]=1. (7) Given the reactants [CH3:1][C:2]1[CH:7]=[CH:6][C:5]([N+:8]([O-:10])=[O:9])=[CH:4][C:3]=1[NH2:11].[N:12]([O-])=O.[Na+], predict the reaction product. The product is: [N+:8]([C:5]1[CH:4]=[C:3]2[C:2]([CH:1]=[N:12][NH:11]2)=[CH:7][CH:6]=1)([O-:10])=[O:9]. (8) Given the reactants [OH-].[Na+].[CH3:3][N:4]([CH3:38])[C:5]1([C:32]2[CH:37]=[CH:36][CH:35]=[CH:34][CH:33]=2)[CH2:10][CH2:9][CH:8]([CH2:11][O:12][CH2:13][C:14]2[CH:22]=[CH:21][CH:20]=[C:19]3[C:15]=2[CH:16]=[CH:17][N:18]3S(C2C=CC=CC=2)(=O)=O)[CH2:7][CH2:6]1.Cl, predict the reaction product. The product is: [NH:18]1[C:19]2[C:15](=[C:14]([CH2:13][O:12][CH2:11][CH:8]3[CH2:7][CH2:6][C:5]([C:32]4[CH:33]=[CH:34][CH:35]=[CH:36][CH:37]=4)([N:4]([CH3:38])[CH3:3])[CH2:10][CH2:9]3)[CH:22]=[CH:21][CH:20]=2)[CH:16]=[CH:17]1.